This data is from Full USPTO retrosynthesis dataset with 1.9M reactions from patents (1976-2016). The task is: Predict the reactants needed to synthesize the given product. (1) Given the product [CH3:1][O:2][C:3](=[O:16])[C:4]1[CH:9]=[CH:8][C:7]([NH:10][C:23]([O:25][CH2:26][C:27]2[CH:32]=[CH:31][CH:30]=[CH:29][CH:28]=2)=[O:24])=[C:6]([O:11][C:12]([F:14])([F:13])[F:15])[CH:5]=1, predict the reactants needed to synthesize it. The reactants are: [CH3:1][O:2][C:3](=[O:16])[C:4]1[CH:9]=[CH:8][C:7]([NH2:10])=[C:6]([O:11][C:12]([F:15])([F:14])[F:13])[CH:5]=1.C([O-])(O)=O.[Na+].Cl[C:23]([O:25][CH2:26][C:27]1[CH:32]=[CH:31][CH:30]=[CH:29][CH:28]=1)=[O:24]. (2) Given the product [ClH:29].[F:1][C:2]1[CH:7]=[CH:6][CH:5]=[CH:4][C:3]=1[CH2:8][O:9][C:10]1[CH:15]=[CH:14][C:13]([C@@H:16]2[NH:20][C@:19]([CH2:26][O:27][CH3:28])([C:21]([N:23]([CH3:24])[CH3:25])=[O:22])[CH2:18][CH2:17]2)=[CH:12][CH:11]=1, predict the reactants needed to synthesize it. The reactants are: [F:1][C:2]1[CH:7]=[CH:6][CH:5]=[CH:4][C:3]=1[CH2:8][O:9][C:10]1[CH:15]=[CH:14][C:13]([C@@H:16]2[NH:20][C@:19]([CH2:26][O:27][CH3:28])([C:21]([N:23]([CH3:25])[CH3:24])=[O:22])[CH2:18][CH2:17]2)=[CH:12][CH:11]=1.[ClH:29]. (3) The reactants are: [CH2:1]([N:8]1[CH2:24][CH2:23][C:11]2([CH:16](C#N)[C:15](=O)[NH:14][C:13](=O)[CH:12]2C#N)[CH2:10][CH2:9]1)[C:2]1[CH:7]=[CH:6][CH:5]=[CH:4][CH:3]=1.[OH-].[Na+]. Given the product [CH2:1]([N:8]1[CH2:24][CH2:23][C:11]2([CH2:16][CH2:15][NH:14][CH2:13][CH2:12]2)[CH2:10][CH2:9]1)[C:2]1[CH:7]=[CH:6][CH:5]=[CH:4][CH:3]=1, predict the reactants needed to synthesize it. (4) Given the product [F:1][C:2]1[CH:9]=[CH:8][C:5]([CH2:6][CH:16]2[C:21](=[O:22])[O:20][C:19]([CH3:24])([CH3:23])[O:18][C:17]2=[O:25])=[CH:4][CH:3]=1, predict the reactants needed to synthesize it. The reactants are: [F:1][C:2]1[CH:9]=[CH:8][C:5]([CH:6]=O)=[CH:4][CH:3]=1.S1C(C[CH:16]2[C:21](=[O:22])[O:20][C:19]([CH3:24])([CH3:23])[O:18][C:17]2=[O:25])=CC2C=CC=CC1=2.S1C(CC(C(O)=O)C(O)=O)=CC2C=CC=CC1=2.